Dataset: Forward reaction prediction with 1.9M reactions from USPTO patents (1976-2016). Task: Predict the product of the given reaction. (1) Given the reactants [Cl:1][C:2]1[CH:7]=[CH:6][C:5]([OH:8])=[CH:4][C:3]=1[CH:9]([CH3:23])[C:10]([C:16]1[CH:21]=[CH:20][N:19]=[C:18]([Cl:22])[CH:17]=1)([OH:15])[C:11]([F:14])([F:13])[F:12].[CH3:24][O:25][C:26]([C:28]1[N:29]=[N:30][C:31](Cl)=[CH:32][CH:33]=1)=[O:27], predict the reaction product. The product is: [CH3:24][O:25][C:26]([C:28]1[N:29]=[N:30][C:31]([O:8][C:5]2[CH:6]=[CH:7][C:2]([Cl:1])=[C:3]([CH:9]([CH3:23])[C:10]([C:16]3[CH:21]=[CH:20][N:19]=[C:18]([Cl:22])[CH:17]=3)([OH:15])[C:11]([F:14])([F:13])[F:12])[CH:4]=2)=[CH:32][CH:33]=1)=[O:27]. (2) Given the reactants [F:1][C:2]1[CH:3]=[C:4]([CH:13]([CH3:17])[C:14]([OH:16])=O)[CH:5]=[CH:6][C:7]=1[CH2:8][S:9]([CH3:12])(=[O:11])=[O:10].[Cl:18][C:19]1[CH:20]=[C:21]([N:25]2[C:29]([CH2:30][NH2:31])=[CH:28][C:27]([C:32]([F:35])([F:34])[F:33])=[N:26]2)[CH:22]=[CH:23][CH:24]=1.F[B-](F)(F)F.N1(OC(N(C)C)=[N+](C)C)C2C=CC=CC=2N=N1.ON1C2C=CC=CC=2N=N1.C(N(C(C)C)C(C)C)C, predict the reaction product. The product is: [Cl:18][C:19]1[CH:20]=[C:21]([N:25]2[C:29]([CH2:30][NH:31][C:14](=[O:16])[CH:13]([C:4]3[CH:5]=[CH:6][C:7]([CH2:8][S:9]([CH3:12])(=[O:10])=[O:11])=[C:2]([F:1])[CH:3]=3)[CH3:17])=[CH:28][C:27]([C:32]([F:33])([F:34])[F:35])=[N:26]2)[CH:22]=[CH:23][CH:24]=1. (3) Given the reactants Cl.[NH2:2][C:3]1[C:11]([OH:12])=[C:10]2[C:6]([CH2:7][CH2:8][CH:9]2[CH2:13][CH2:14][NH:15][C:16](=[O:18])[CH3:17])=[CH:5][CH:4]=1.[CH3:19][O:20][C:21](OC)(OC)OC, predict the reaction product. The product is: [CH3:19][O:20][C:21]1[O:12][C:11]2[C:10]3[CH:9]([CH2:13][CH2:14][NH:15][C:16](=[O:18])[CH3:17])[CH2:8][CH2:7][C:6]=3[CH:5]=[CH:4][C:3]=2[N:2]=1. (4) Given the reactants Cl[C:2]1[N:7]=[C:6]2[S:8][C:9]([C:11]([O:13][CH2:14][CH3:15])=[O:12])=[N:10][C:5]2=[CH:4][CH:3]=1.[C:16]1([C:22](B(O)O)=[CH2:23])[CH:21]=[CH:20][CH:19]=[CH:18][CH:17]=1.C(=O)([O-])[O-].[Cs+].[Cs+].C1(P(C2CCCCC2)C2C=CC=CC=2C2C(OC)=CC=CC=2OC)CCCCC1, predict the reaction product. The product is: [C:16]1([C:22]([C:2]2[N:7]=[C:6]3[S:8][C:9]([C:11]([O:13][CH2:14][CH3:15])=[O:12])=[N:10][C:5]3=[CH:4][CH:3]=2)=[CH2:23])[CH:21]=[CH:20][CH:19]=[CH:18][CH:17]=1. (5) Given the reactants [Br:1][C:2]1[CH:7]=[CH:6][C:5]([OH:8])=[C:4]([CH3:9])[CH:3]=1.C(=O)([O-])[O-].[K+].[K+].[C:16]([O:19][CH2:20][CH2:21]Br)(=[O:18])[CH3:17], predict the reaction product. The product is: [CH2:20]([O:19][C:16](=[O:18])[CH2:17][O:8][C:5]1[CH:6]=[CH:7][C:2]([Br:1])=[CH:3][C:4]=1[CH3:9])[CH3:21].